The task is: Predict the product of the given reaction.. This data is from Forward reaction prediction with 1.9M reactions from USPTO patents (1976-2016). (1) Given the reactants [F:1][C:2]1[CH:3]=[C:4]2[C:8](=[CH:9][CH:10]=1)[NH:7][C:6]([C:11]([O:13][CH2:14][CH3:15])=[O:12])=[CH:5]2.[F:16][C:17]1[CH:18]=[C:19]([CH:22]=[CH:23][CH:24]=1)[CH2:20]Cl.C(=O)([O-])[O-].[K+].[K+].C(OCC)(=O)C, predict the reaction product. The product is: [F:1][C:2]1[CH:3]=[C:4]2[C:8](=[CH:9][CH:10]=1)[N:7]([CH2:20][C:19]1[CH:22]=[CH:23][CH:24]=[C:17]([F:16])[CH:18]=1)[C:6]([C:11]([O:13][CH2:14][CH3:15])=[O:12])=[CH:5]2. (2) Given the reactants [CH3:1][N:2]1[C:11]([C:12]2[S:13][CH:14]=[CH:15][CH:16]=2)=[C:5]2[CH2:6][NH:7][C@@H:8]([CH3:10])[CH2:9][C:4]2=[N:3]1.[Cl:17][C:18]1[CH:19]=[C:20]([NH:24][C:25](=O)[O:26]C2C=CC=CC=2)[CH:21]=[CH:22][CH:23]=1.O, predict the reaction product. The product is: [Cl:17][C:18]1[CH:19]=[C:20]([NH:24][C:25]([N:7]2[C@@H:8]([CH3:10])[CH2:9][C:4]3=[N:3][N:2]([CH3:1])[C:11]([C:12]4[S:13][CH:14]=[CH:15][CH:16]=4)=[C:5]3[CH2:6]2)=[O:26])[CH:21]=[CH:22][CH:23]=1.